Task: Predict the product of the given reaction.. Dataset: Forward reaction prediction with 1.9M reactions from USPTO patents (1976-2016) The product is: [OH:27][C:28]1[CH:33]=[CH:32][C:31]([C:2]2[CH:3]=[N:4][C:5]([N:8]3[C:16]4[C:11](=[CH:12][CH:13]=[C:14]([C:17]([N:19]5[CH2:24][CH2:23][O:22][CH2:21][CH2:20]5)=[O:18])[CH:15]=4)[C:10]([S:25][CH3:26])=[CH:9]3)=[N:6][CH:7]=2)=[CH:30][CH:29]=1. Given the reactants Br[C:2]1[CH:3]=[N:4][C:5]([N:8]2[C:16]3[C:11](=[CH:12][CH:13]=[C:14]([C:17]([N:19]4[CH2:24][CH2:23][O:22][CH2:21][CH2:20]4)=[O:18])[CH:15]=3)[C:10]([S:25][CH3:26])=[CH:9]2)=[N:6][CH:7]=1.[OH:27][C:28]1[CH:33]=[CH:32][C:31](B(O)O)=[CH:30][CH:29]=1, predict the reaction product.